This data is from Reaction yield outcomes from USPTO patents with 853,638 reactions. The task is: Predict the reaction yield, written as a fraction of the theoretical maximum amount of product (1.0 means a 100% yield; for example, 0.34 means a 34% yield). (1) The reactants are Cl.[NH2:2][CH2:3][C@H:4]([OH:9])[C:5]([O:7][CH3:8])=[O:6].CCN(C(C)C)C(C)C.[F:19][C:20]1[CH:21]=[C:22]2[C:26](=[CH:27][CH:28]=1)[NH:25][C:24](=[O:29])/[C:23]/2=[CH:30]\[C:31]1[NH:35][C:34]([CH3:36])=[C:33]([C:37](ON2C3=NC=CC=C3N=N2)=[O:38])[C:32]=1[CH3:49]. No catalyst specified. The product is [CH3:8][O:7][C:5](=[O:6])[C@@H:4]([OH:9])[CH2:3][NH:2][C:37]([C:33]1[C:32]([CH3:49])=[C:31](/[CH:30]=[C:23]2\[C:24](=[O:29])[NH:25][C:26]3[C:22]\2=[CH:21][C:20]([F:19])=[CH:28][CH:27]=3)[NH:35][C:34]=1[CH3:36])=[O:38]. The yield is 1.00. (2) The reactants are [CH3:1][O:2][C:3](=[O:16])[CH:4]=[CH:5][C:6]1[CH:11]=[CH:10][CH:9]=[C:8]([S:12](Cl)(=[O:14])=[O:13])[CH:7]=1.[CH3:17][O:18][C:19]1[CH:20]=[C:21]([NH2:25])[CH:22]=[CH:23][CH:24]=1.C([O-])(O)=O.[Na+]. The catalyst is O1CCOCC1.O. The product is [CH3:1][O:2][C:3](=[O:16])[CH:4]=[CH:5][C:6]1[CH:11]=[CH:10][CH:9]=[C:8]([S:12](=[O:14])(=[O:13])[NH:25][C:21]2[CH:22]=[CH:23][CH:24]=[C:19]([O:18][CH3:17])[CH:20]=2)[CH:7]=1. The yield is 0.820. (3) The yield is 0.886. The catalyst is C(O)C.O.[Fe]. The reactants are [F:1][C:2]1[CH:22]=[C:21]([N+:23]([O-])=O)[CH:20]=[CH:19][C:3]=1[O:4][C:5]1[N:10]=[CH:9][N:8]=[C:7]([NH:11][C:12]([N:14]2[CH2:18][CH2:17][CH2:16][CH2:15]2)=[O:13])[CH:6]=1.[Cl-].[NH4+].C(OCC)(=O)C.O1CCCC1. The product is [NH2:23][C:21]1[CH:20]=[CH:19][C:3]([O:4][C:5]2[N:10]=[CH:9][N:8]=[C:7]([NH:11][C:12]([N:14]3[CH2:18][CH2:17][CH2:16][CH2:15]3)=[O:13])[CH:6]=2)=[C:2]([F:1])[CH:22]=1. (4) The reactants are [C:1]1([C:7]2[N:8]=[C:9]([C:17]3[CH:22]=[CH:21][N:20]=[CH:19][CH:18]=3)[S:10][C:11]=2[C:12]([O:14][CH2:15][CH3:16])=[O:13])[CH:6]=[CH:5][CH:4]=[CH:3][CH:2]=1.ClC1C=CC=C(C(OO)=[O:31])C=1. The catalyst is C(#N)C. The product is [O-:31][N+:20]1[CH:19]=[CH:18][C:17]([C:9]2[S:10][C:11]([C:12]([O:14][CH2:15][CH3:16])=[O:13])=[C:7]([C:1]3[CH:2]=[CH:3][CH:4]=[CH:5][CH:6]=3)[N:8]=2)=[CH:22][CH:21]=1. The yield is 0.720. (5) The reactants are [NH2:1][C:2]1[CH:3]=[CH:4][CH:5]=[C:6]2[C:10]=1[NH:9][C:8]([C:11]([O:13][CH2:14][CH3:15])=[O:12])=[CH:7]2.[Cl:16][C:17]1[S:21][C:20]([S:22](Cl)(=[O:24])=[O:23])=[CH:19][CH:18]=1. The catalyst is N1C=CC=CC=1. The product is [Cl:16][C:17]1[S:21][C:20]([S:22]([NH:1][C:2]2[CH:3]=[CH:4][CH:5]=[C:6]3[C:10]=2[NH:9][C:8]([C:11]([O:13][CH2:14][CH3:15])=[O:12])=[CH:7]3)(=[O:24])=[O:23])=[CH:19][CH:18]=1. The yield is 0.830. (6) The reactants are Cl[C:2]1[N:7]=[C:6]([NH:8][C@@H:9]2[CH2:14][CH2:13][CH2:12][N:11]([C:15](=[O:18])[CH:16]=[CH2:17])[CH2:10]2)[C:5]([F:19])=[CH:4][N:3]=1.[NH2:20][C:21]1[CH:22]=[C:23]2[C:27](=[CH:28][CH:29]=1)[C:26](=[O:30])[N:25]([CH3:31])[C:24]2=[O:32].C([O-])([O-])=O.[Cs+].[Cs+].CN(C1C(C2C(P(C3CCCCC3)C3CCCCC3)=CC=CC=2)=CC=CC=1)C. The catalyst is C(O)(CC)(C)C.C1C=CC(/C=C/C(/C=C/C2C=CC=CC=2)=O)=CC=1.C1C=CC(/C=C/C(/C=C/C2C=CC=CC=2)=O)=CC=1.[Pd]. The product is [C:15]([N:11]1[CH2:12][CH2:13][CH2:14][C@@H:9]([NH:8][C:6]2[C:5]([F:19])=[CH:4][N:3]=[C:2]([NH:20][C:21]3[CH:22]=[C:23]4[C:27](=[CH:28][CH:29]=3)[C:26](=[O:30])[N:25]([CH3:31])[C:24]4=[O:32])[N:7]=2)[CH2:10]1)(=[O:18])[CH:16]=[CH2:17]. The yield is 0.330. (7) The reactants are [CH2:1]([O:3][C:4](=[O:42])[CH:5]([N:7]([O:35][C:36]1[CH:41]=[CH:40][CH:39]=[CH:38][CH:37]=1)[PH:8]([CH2:10][C:11]([CH3:34])=[CH:12][CH2:13][C:14]1[C:15]([O:27]CC[Si](C)(C)C)=[C:16]2[C:20](=[C:21]([CH3:25])[C:22]=1[CH2:23][CH3:24])[CH2:19][O:18][C:17]2=[O:26])=[O:9])[CH3:6])[CH3:2].N1C=CC=CC=1. The catalyst is C(O)(C(F)(F)F)=O.C(Cl)Cl. The product is [CH2:1]([O:3][C:4](=[O:42])[CH:5]([N:7]([O:35][C:36]1[CH:41]=[CH:40][CH:39]=[CH:38][CH:37]=1)[PH:8]([CH2:10][C:11]([CH3:34])=[CH:12][CH2:13][C:14]1[C:15]([OH:27])=[C:16]2[C:20](=[C:21]([CH3:25])[C:22]=1[CH2:23][CH3:24])[CH2:19][O:18][C:17]2=[O:26])=[O:9])[CH3:6])[CH3:2]. The yield is 0.870.